Dataset: CYP2C19 inhibition data for predicting drug metabolism from PubChem BioAssay. Task: Regression/Classification. Given a drug SMILES string, predict its absorption, distribution, metabolism, or excretion properties. Task type varies by dataset: regression for continuous measurements (e.g., permeability, clearance, half-life) or binary classification for categorical outcomes (e.g., BBB penetration, CYP inhibition). Dataset: cyp2c19_veith. (1) The compound is Cc1c(C)c2c(c(C)c1O)CC[C@@](C)(CN1CCN(c3cc(N4CCCC4)nc(N4CCCC4)n3)CC1)O2. The result is 0 (non-inhibitor). (2) The compound is COCCn1c(=O)c(-c2ccc(F)cc2)nc2cnc(Oc3ccccc3)nc21. The result is 0 (non-inhibitor).